Dataset: Reaction yield outcomes from USPTO patents with 853,638 reactions. Task: Predict the reaction yield, written as a fraction of the theoretical maximum amount of product (1.0 means a 100% yield; for example, 0.34 means a 34% yield). (1) The reactants are [F:1][C:2]([F:23])([F:22])[C:3]([NH:5][C:6]1[CH:11]=[CH:10][C:9]([C:12]([OH:21])([C:17]([F:20])([F:19])[F:18])[C:13]([F:16])([F:15])[F:14])=[CH:8][CH:7]=1)=O.B.C1COCC1.[NH4+].[Cl-].CCOCC. The catalyst is C1COCC1. The product is [F:14][C:13]([F:15])([F:16])[C:12]([C:9]1[CH:8]=[CH:7][C:6]([NH:5][CH2:3][C:2]([F:1])([F:23])[F:22])=[CH:11][CH:10]=1)([OH:21])[C:17]([F:20])([F:19])[F:18]. The yield is 0.740. (2) The reactants are Br[C:2]1[CH:7]=[CH:6][C:5]([F:8])=[CH:4][C:3]=1[CH2:9][O:10]COC.C([Li])(C)(C)C.[CH:19]([B:21](O)O)=[CH2:20].Cl. The catalyst is C1COCC1.CCCCC.O. The product is [F:8][C:5]1[CH:6]=[CH:7][C:2]2[B:21]([CH:19]=[CH2:20])[O:10][CH2:9][C:3]=2[CH:4]=1. The yield is 0.300.